Dataset: Reaction yield outcomes from USPTO patents with 853,638 reactions. Task: Predict the reaction yield, written as a fraction of the theoretical maximum amount of product (1.0 means a 100% yield; for example, 0.34 means a 34% yield). (1) The reactants are C(OC([N:11]1[CH2:16][CH2:15][N:14]([C:17]([CH3:20])([CH3:19])[CH3:18])[C:13](=[O:21])[CH2:12]1)=O)C1C=CC=CC=1. The catalyst is CCO.[Pd]. The product is [C:17]([N:14]1[CH2:15][CH2:16][NH:11][CH2:12][C:13]1=[O:21])([CH3:20])([CH3:18])[CH3:19]. The yield is 0.690. (2) The reactants are [CH2:1]([NH:9][CH2:10][C:11]1[CH:16]=[CH:15][C:14]([OH:17])=[CH:13][CH:12]=1)[CH2:2][C:3]1[CH:8]=[CH:7][CH:6]=[CH:5][CH:4]=1.[O:18](C(OC(C)(C)C)=O)[C:19]([O:21][C:22]([CH3:25])([CH3:24])[CH3:23])=O. The catalyst is ClCCl. The product is [C:22]([O:21][C:19](=[O:18])[N:9]([CH2:10][C:11]1[CH:12]=[CH:13][C:14]([OH:17])=[CH:15][CH:16]=1)[CH2:1][CH2:2][C:3]1[CH:4]=[CH:5][CH:6]=[CH:7][CH:8]=1)([CH3:25])([CH3:24])[CH3:23]. The yield is 0.528. (3) The reactants are [CH3:1][C:2]1[CH:10]=[C:9]([C:11]2[CH2:15][C:14]([C:20]3[CH:25]=[C:24]([Cl:26])[C:23]([Cl:27])=[C:22]([Cl:28])[CH:21]=3)([C:16]([F:19])([F:18])[F:17])[O:13][N:12]=2)[CH:8]=[CH:7][C:3]=1[C:4](O)=[O:5].CN(C(ON1N=NC2C=CC=NC1=2)=[N+](C)C)C.F[P-](F)(F)(F)(F)F.CCN(CC)CC.Cl.[NH2:61][CH:62]([C:64]1[CH:65]=[CH:66][C:67]2[C:71]([CH3:73])([CH3:72])[O:70][B:69]([OH:74])[C:68]=2[CH:75]=1)[CH3:63]. The catalyst is CN(C=O)C.CC(=O)OCC. The product is [OH:74][B:69]1[C:68]2[CH:75]=[C:64]([CH:62]([NH:61][C:4](=[O:5])[C:3]3[CH:7]=[CH:8][C:9]([C:11]4[CH2:15][C:14]([C:20]5[CH:21]=[C:22]([Cl:28])[C:23]([Cl:27])=[C:24]([Cl:26])[CH:25]=5)([C:16]([F:18])([F:19])[F:17])[O:13][N:12]=4)=[CH:10][C:2]=3[CH3:1])[CH3:63])[CH:65]=[CH:66][C:67]=2[C:71]([CH3:72])([CH3:73])[O:70]1. The yield is 0.180. (4) The catalyst is CN(C)C=O.O. The product is [CH:1]1([NH:6][C:7]2[N:12]3[N:13]=[C:14]([C:23]4[CH:24]=[CH:25][C:26]([O:29][CH3:30])=[CH:27][CH:28]=4)[C:15]([C:16]4[CH:17]=[CH:18][N:51]=[C:50]([NH:49][C:45]5[CH:46]=[CH:47][CH:48]=[CH:43][C:35]=5[C:36]5[CH:37]=[C:38]([CH:53]=[O:54])[CH:39]=[CH:40][CH:41]=5)[N:52]=4)=[C:11]3[CH:10]=[CH:9][CH:8]=2)[CH2:2][CH2:3][CH2:4][CH2:5]1. The reactants are [CH:1]1([NH:6][C:7]2[N:12]3[N:13]=[C:14]([C:23]4[CH:28]=[CH:27][C:26]([O:29][CH3:30])=[CH:25][CH:24]=4)[C:15]([C:16](=O)/[CH:17]=[CH:18]/N(C)C)=[C:11]3[CH:10]=[CH:9][CH:8]=2)[CH2:5][CH2:4][CH2:3][CH2:2]1.[N+]([O-])([O-])=O.[C:35]([C:43]1C=[C:45]([NH:49][C:50]([NH2:52])=[NH2+:51])[CH:46]=[CH:47][CH:48]=1)(=O)[C:36]1[CH:41]=[CH:40][CH:39]=[CH:38][CH:37]=1.[C:53](=O)([O-])[O-:54].[K+].[K+].CCOCC. The yield is 0.760. (5) The reactants are [CH3:1][O:2][C:3](=[O:28])[NH:4][CH:5]([C:9]([N:11]1[CH2:15][CH2:14][CH2:13][CH:12]1[C:16]1[NH:17][C:18]([C:21]2[CH:26]=[CH:25][C:24](Br)=[CH:23][CH:22]=2)=[CH:19][N:20]=1)=[O:10])[CH:6]([CH3:8])[CH3:7].[Si:29]([C:33]#[CH:34])([CH3:32])([CH3:31])[CH3:30].C(N(CC)CC)C.N#N. The catalyst is CN(C=O)C.C1C=CC([P]([Pd]([P](C2C=CC=CC=2)(C2C=CC=CC=2)C2C=CC=CC=2)([P](C2C=CC=CC=2)(C2C=CC=CC=2)C2C=CC=CC=2)[P](C2C=CC=CC=2)(C2C=CC=CC=2)C2C=CC=CC=2)(C2C=CC=CC=2)C2C=CC=CC=2)=CC=1.[Cu]I. The product is [CH3:1][O:2][C:3](=[O:28])[NH:4][CH:5]([C:9]([N:11]1[CH2:15][CH2:14][CH2:13][CH:12]1[C:16]1[NH:17][C:18]([C:21]2[CH:26]=[CH:25][C:24]([C:34]#[C:33][Si:29]([CH3:32])([CH3:31])[CH3:30])=[CH:23][CH:22]=2)=[CH:19][N:20]=1)=[O:10])[CH:6]([CH3:8])[CH3:7]. The yield is 0.590. (6) The reactants are B(Br)(Br)Br.C(Cl)Cl.C[O:9][C:10]1[CH:11]=[C:12]([CH:15]=[CH:16][C:17]=1[F:18])[CH:13]=[O:14].O. The catalyst is C(OCC)(=O)C. The product is [F:18][C:17]1[CH:16]=[CH:15][C:12]([CH:13]=[O:14])=[CH:11][C:10]=1[OH:9]. The yield is 0.790. (7) The reactants are [C:1]1([C@@H:7]([NH:19][C:20]2[CH:25]=[CH:24][CH:23]=[CH:22][CH:21]=2)[C:8]([O:10][C@@H:11]2[CH:16]3[CH2:17][CH2:18][N:13]([CH2:14][CH2:15]3)[CH2:12]2)=[O:9])[CH:6]=[CH:5][CH:4]=[CH:3][CH:2]=1.[Br:26][CH2:27][C:28]([C:30]1[CH:35]=[CH:34][C:33]([F:36])=[C:32]([Cl:37])[CH:31]=1)=[O:29]. The catalyst is CCOC(C)=O. The product is [Br-:26].[Cl:37][C:32]1[CH:31]=[C:30]([C:28](=[O:29])[CH2:27][N+:13]23[CH2:14][CH2:15][CH:16]([CH2:17][CH2:18]2)[C@@H:11]([O:10][C:8](=[O:9])[C@@H:7]([C:1]2[CH:2]=[CH:3][CH:4]=[CH:5][CH:6]=2)[NH:19][C:20]2[CH:25]=[CH:24][CH:23]=[CH:22][CH:21]=2)[CH2:12]3)[CH:35]=[CH:34][C:33]=1[F:36]. The yield is 0.920.